Dataset: Choline transporter screen with 302,306 compounds. Task: Binary Classification. Given a drug SMILES string, predict its activity (active/inactive) in a high-throughput screening assay against a specified biological target. The compound is n12cc(nc1nccc2)CN=[N+]=[NH-]. The result is 0 (inactive).